Dataset: Reaction yield outcomes from USPTO patents with 853,638 reactions. Task: Predict the reaction yield, written as a fraction of the theoretical maximum amount of product (1.0 means a 100% yield; for example, 0.34 means a 34% yield). (1) The reactants are BrC1C=CC(O)=C(C2C=[CH:16][C:15]3[C:10](=[CH:11][CH:12]=[C:13]([C:18]4[N:22]([CH:23]5[CH2:28][CH2:27][CH2:26][CH2:25][CH2:24]5)[C:21]5[CH:29]=[CH:30][C:31]([C:33]([OH:35])=[O:34])=[CH:32][C:20]=5[N:19]=4)[CH:14]=3)[N:9]=2)C=1.[CH3:37][C:38]1[S:42][C:41]([C:43]2[CH:48]=[CH:47][CH:46]=[CH:45][CH:44]=2)=[C:40]([C:49](=O)[CH3:50])[CH:39]=1.[OH-].[K+]. The catalyst is C(O)C. The product is [CH:23]1([N:22]2[C:21]3[CH:29]=[CH:30][C:31]([C:33]([OH:35])=[O:34])=[CH:32][C:20]=3[N:19]=[C:18]2[C:13]2[CH:14]=[C:15]3[C:10](=[CH:11][CH:12]=2)[N:9]=[C:49]([C:40]2[CH:39]=[C:38]([CH3:37])[S:42][C:41]=2[C:43]2[CH:48]=[CH:47][CH:46]=[CH:45][CH:44]=2)[CH:50]=[CH:16]3)[CH2:24][CH2:25][CH2:26][CH2:27][CH2:28]1. The yield is 0.0600. (2) The reactants are [NH2:1][C@@H:2]([CH2:8][C:9]1[CH:14]=[CH:13][CH:12]=[CH:11][CH:10]=1)[C@H:3]([OH:7])[C:4]([OH:6])=[O:5].[Na+].[Cl-].CCN(CC)CC.Cl[C:25]([C:27]1[C:28]([CH3:37])=[C:29]([O:33][C:34](=[O:36])[CH3:35])[CH:30]=[CH:31][CH:32]=1)=[O:26].Cl.[C:39](OC(=O)C)(=[O:41])[CH3:40].CS(O)(=O)=O. The catalyst is C1COCC1.O. The product is [C:39]([O:7][C@@H:3]([C@@H:2]([NH:1][C:25](=[O:26])[C:27]1[CH:32]=[CH:31][CH:30]=[C:29]([O:33][C:34](=[O:36])[CH3:35])[C:28]=1[CH3:37])[CH2:8][C:9]1[CH:14]=[CH:13][CH:12]=[CH:11][CH:10]=1)[C:4]([OH:6])=[O:5])(=[O:41])[CH3:40]. The yield is 0.745. (3) The reactants are Cl[C:2]1[CH:3]=[CH:4][C:5]2[O:6][CH2:7][CH2:8][C:9]3[CH:15]=[C:14]([C:16]4[N:17]([C:21]5[CH:26]=[CH:25][C:24]([F:27])=[CH:23][C:22]=5[F:28])[N:18]=[CH:19][N:20]=4)[S:13][C:10]=3[C:11]=2[N:12]=1.[CH3:29][N:30](C)C=O. The catalyst is [C-]#N.[Zn+2].[C-]#N.C1C=CC([P]([Pd]([P](C2C=CC=CC=2)(C2C=CC=CC=2)C2C=CC=CC=2)([P](C2C=CC=CC=2)(C2C=CC=CC=2)C2C=CC=CC=2)[P](C2C=CC=CC=2)(C2C=CC=CC=2)C2C=CC=CC=2)(C2C=CC=CC=2)C2C=CC=CC=2)=CC=1. The product is [C:29]([C:2]1[CH:3]=[CH:4][C:5]2[O:6][CH2:7][CH2:8][C:9]3[CH:15]=[C:14]([C:16]4[N:17]([C:21]5[CH:26]=[CH:25][C:24]([F:27])=[CH:23][C:22]=5[F:28])[N:18]=[CH:19][N:20]=4)[S:13][C:10]=3[C:11]=2[N:12]=1)#[N:30]. The yield is 0.600. (4) The reactants are [NH2:1][CH2:2][CH2:3][C@@:4]1([C:27]2[CH:32]=[CH:31][C:30]([F:33])=[CH:29][CH:28]=2)[O:9][C:8](=[O:10])[N:7]([C@H:11]([C:13]2[CH:18]=[CH:17][C:16]([C:19]3[CH:24]=[CH:23][C:22]([F:25])=[CH:21][C:20]=3[F:26])=[CH:15][CH:14]=2)[CH3:12])[CH2:6][CH2:5]1.[NH2:34][C:35](N)=[O:36].Cl. The catalyst is O. The product is [F:26][C:20]1[CH:21]=[C:22]([F:25])[CH:23]=[CH:24][C:19]=1[C:16]1[CH:15]=[CH:14][C:13]([C@@H:11]([N:7]2[CH2:6][CH2:5][C@:4]([CH2:3][CH2:2][NH:1][C:35]([NH2:34])=[O:36])([C:27]3[CH:28]=[CH:29][C:30]([F:33])=[CH:31][CH:32]=3)[O:9][C:8]2=[O:10])[CH3:12])=[CH:18][CH:17]=1. The yield is 0.680. (5) The reactants are [Si:1]([O:18][C@@H:19]1[CH2:23][CH2:22][N:21]([C:24]2[CH:29]=[CH:28][C:27]([S:30]([NH:33][C:34]3[S:35][CH:36]=[CH:37][N:38]=3)(=[O:32])=[O:31])=[CH:26][CH:25]=2)[C:20]1=[O:39])([C:14]([CH3:17])([CH3:16])[CH3:15])([C:8]1[CH:13]=[CH:12][CH:11]=[CH:10][CH:9]=1)[C:2]1[CH:7]=[CH:6][CH:5]=[CH:4][CH:3]=1.[CH:40](N(CC)C(C)C)([CH3:42])[CH3:41].C(Br)C=C. The catalyst is C(Cl)Cl. The product is [CH2:42]([N:33]([C:34]1[S:35][CH:36]=[CH:37][N:38]=1)[S:30]([C:27]1[CH:28]=[CH:29][C:24]([N:21]2[CH2:22][CH2:23][C@@H:19]([O:18][Si:1]([C:14]([CH3:15])([CH3:17])[CH3:16])([C:2]3[CH:7]=[CH:6][CH:5]=[CH:4][CH:3]=3)[C:8]3[CH:9]=[CH:10][CH:11]=[CH:12][CH:13]=3)[C:20]2=[O:39])=[CH:25][CH:26]=1)(=[O:31])=[O:32])[CH:40]=[CH2:41]. The yield is 0.840. (6) The product is [ClH:37].[F:1][C:2]1[CH:7]=[C:6]([O:8][C:9]2[CH:14]=[CH:13][N:12]=[C:11]([C:15]3[CH:16]=[N:17][N:18]([CH3:20])[CH:19]=3)[CH:10]=2)[C:5]([F:21])=[CH:4][C:3]=1[NH:22][C:23]([C:25]1([C:28]([NH:30][C:31]2[CH:32]=[CH:33][CH:34]=[CH:35][CH:36]=2)=[O:29])[CH2:27][CH2:26]1)=[O:24]. The yield is 0.650. The reactants are [F:1][C:2]1[CH:7]=[C:6]([O:8][C:9]2[CH:14]=[CH:13][N:12]=[C:11]([C:15]3[CH:16]=[N:17][N:18]([CH3:20])[CH:19]=3)[CH:10]=2)[C:5]([F:21])=[CH:4][C:3]=1[NH:22][C:23]([C:25]1([C:28]([NH:30][C:31]2[CH:36]=[CH:35][CH:34]=[CH:33][CH:32]=2)=[O:29])[CH2:27][CH2:26]1)=[O:24].[ClH:37].O1CCOCC1. The catalyst is C(#N)C.